This data is from Forward reaction prediction with 1.9M reactions from USPTO patents (1976-2016). The task is: Predict the product of the given reaction. Given the reactants Br[C:2]1[CH:3]=[C:4]2[C:24]([C:25]3([C:38]4[CH:37]=[CH:36][CH:35]=[CH:34][C:33]=4[C:32]4[C:27]3=[CH:28][CH:29]=[CH:30][CH:31]=4)[CH:26]=1)=[C:7]1[CH:8]=[C:9]3[C:22](=[CH:23][C:6]1=[CH:5]2)[C:21]1[C:16](=[CH:17][CH:18]=[CH:19][CH:20]=1)[C:15]1[C:10]3=[CH:11][CH:12]=[CH:13][CH:14]=1.[CH:39]1[C:51]2[NH:50][C:49]3[C:44](=[CH:45][CH:46]=[CH:47][CH:48]=3)[C:43]=2[CH:42]=[CH:41][CH:40]=1.CC(C)([O-])C.[Na+], predict the reaction product. The product is: [CH:20]1[CH:19]=[CH:18][CH:17]=[C:16]2[C:21]=1[C:22]1[C:9]([C:10]3[C:15]2=[CH:14][CH:13]=[CH:12][CH:11]=3)=[CH:8][C:7]2=[C:24]3[C:4]([CH:5]=[C:6]2[CH:23]=1)=[CH:3][C:2]([N:50]1[C:49]2[CH:48]=[CH:47][CH:46]=[CH:45][C:44]=2[C:43]2[C:51]1=[CH:39][CH:40]=[CH:41][CH:42]=2)=[CH:26][C:25]13[C:27]2[CH:28]=[CH:29][CH:30]=[CH:31][C:32]=2[C:33]2[C:38]1=[CH:37][CH:36]=[CH:35][CH:34]=2.